Dataset: Catalyst prediction with 721,799 reactions and 888 catalyst types from USPTO. Task: Predict which catalyst facilitates the given reaction. (1) Reactant: [OH-].[Na+].CC(O)C.[C:7]([N:10]1[CH2:15][CH2:14][N:13]([CH2:16][CH2:17][O:18][C:19]2[CH:20]=[CH:21][C:22]([OH:44])=[C:23]([CH:43]=2)[C:24]([NH:26][C:27]2[CH:36]=[C:35]([C:37]3[CH:42]=[CH:41][CH:40]=[CH:39][CH:38]=3)[CH:34]=[CH:33][C:28]=2[C:29]([O:31]C)=[O:30])=[O:25])[CH2:12][CH2:11]1)(=[O:9])[CH3:8].[ClH:45]. Product: [ClH:45].[C:7]([N:10]1[CH2:11][CH2:12][N:13]([CH2:16][CH2:17][O:18][C:19]2[CH:20]=[CH:21][C:22]([OH:44])=[C:23]([CH:43]=2)[C:24]([NH:26][C:27]2[CH:36]=[C:35]([C:37]3[CH:42]=[CH:41][CH:40]=[CH:39][CH:38]=3)[CH:34]=[CH:33][C:28]=2[C:29]([OH:31])=[O:30])=[O:25])[CH2:14][CH2:15]1)(=[O:9])[CH3:8]. The catalyst class is: 6. (2) Reactant: [OH:1][NH:2]C(=O)C.CC([O-])(C)C.[K+].[Cl:12][C:13]1[CH:14]=[C:15]([N:24]2[C:32]3[C:27](=[CH:28][C:29]([C:34]#[N:35])=[C:30](F)[CH:31]=3)[C:26]([C:36]#[N:37])=[CH:25]2)[CH:16]=[N:17][C:18]=1[O:19][CH2:20][CH:21]([CH3:23])[CH3:22]. Product: [NH2:35][C:34]1[C:29]2[CH:28]=[C:27]3[C:32](=[CH:31][C:30]=2[O:1][N:2]=1)[N:24]([C:15]1[CH:16]=[N:17][C:18]([O:19][CH2:20][CH:21]([CH3:23])[CH3:22])=[C:13]([Cl:12])[CH:14]=1)[CH:25]=[C:26]3[C:36]#[N:37]. The catalyst class is: 3.